From a dataset of Forward reaction prediction with 1.9M reactions from USPTO patents (1976-2016). Predict the product of the given reaction. (1) Given the reactants S(=O)(=O)(O)O.[Br:6][C:7]1[CH:21]=[C:20]([O:22][CH3:23])[CH:19]=[CH:18][C:8]=1[O:9]/[C:10](=[CH:14]\[C:15]([OH:17])=O)/[C:11]([OH:13])=[O:12].[CH2:24](O)[CH3:25], predict the reaction product. The product is: [Br:6][C:7]1[CH:21]=[C:20]([O:22][CH3:23])[CH:19]=[C:18]2[C:8]=1[O:9][C:10]([C:11]([O:13][CH2:24][CH3:25])=[O:12])=[CH:14][C:15]2=[O:17]. (2) The product is: [Cl:1][C:2]1[CH:3]=[CH:4][C:5]([C:8]2[CH2:12][C:11]([C:17]3[CH:30]=[CH:29][C:20]([NH2:21])=[C:19]([CH3:31])[CH:18]=3)([C:13]([F:15])([F:16])[F:14])[O:10][N:9]=2)=[CH:6][CH:7]=1. Given the reactants [Cl:1][C:2]1[CH:7]=[CH:6][C:5]([C:8]2[CH2:12][C:11]([C:17]3[CH:30]=[CH:29][C:20]([NH:21]C(=O)OC(C)(C)C)=[C:19]([CH3:31])[CH:18]=3)([C:13]([F:16])([F:15])[F:14])[O:10][N:9]=2)=[CH:4][CH:3]=1.FC(F)(F)C(O)=O, predict the reaction product. (3) The product is: [CH3:7][NH:8][C:9]([N:17]1[C:13]([CH2:11][CH3:12])=[CH:14][C:15]([O:18][C:19]2[CH:24]=[CH:23][C:22]([N+:25]([O-:27])=[O:26])=[CH:21][C:20]=2[C:28]([F:29])([F:30])[F:31])=[N:16]1)=[O:10]. Given the reactants C(=O)([O-])[O-].[K+].[K+].[CH3:7][N:8]=[C:9]=[O:10].[CH2:11]([C:13]1[NH:17][N:16]=[C:15]([O:18][C:19]2[CH:24]=[CH:23][C:22]([N+:25]([O-:27])=[O:26])=[CH:21][C:20]=2[C:28]([F:31])([F:30])[F:29])[CH:14]=1)[CH3:12].Cl, predict the reaction product. (4) Given the reactants N1CCCCC1.[N:7]([CH2:10][CH2:11][O:12][C:13]1[CH:20]=[CH:19][C:16]([CH:17]=O)=[CH:15][CH:14]=1)=[N+:8]=[N-:9].[C:21](#[N:25])[CH2:22][C:23]#[N:24], predict the reaction product. The product is: [N:7]([CH2:10][CH2:11][O:12][C:13]1[CH:20]=[CH:19][C:16]([CH:17]=[C:22]([C:21]#[N:25])[C:23]#[N:24])=[CH:15][CH:14]=1)=[N+:8]=[N-:9]. (5) Given the reactants [C:1]([OH:12])(=O)[C:2]1[CH:10]=[C:8](O)[C:6]([OH:7])=[C:4](O)[CH:3]=1.[C:13](=[O:16])([O-])[O-].[K+].[K+].[CH2:19](Cl)[C:20]1[CH:25]=[CH:24][CH:23]=[CH:22][CH:21]=1.[OH2:27].[OH-:28].[Na+], predict the reaction product. The product is: [CH2:19]([O:27][C:8]1[CH:10]=[C:2]([CH:3]=[C:4]([O:16][CH2:13][C:2]2[CH:10]=[CH:8][CH:6]=[CH:4][CH:3]=2)[C:6]=1[O:7][CH2:19][C:20]1[CH:25]=[CH:24][CH:23]=[CH:22][CH:21]=1)[C:1]([OH:12])=[O:28])[C:20]1[CH:25]=[CH:24][CH:23]=[CH:22][CH:21]=1.